This data is from Full USPTO retrosynthesis dataset with 1.9M reactions from patents (1976-2016). The task is: Predict the reactants needed to synthesize the given product. (1) Given the product [F:1][C:2]([F:14])([F:13])[O:3][C:4]1[CH:9]=[CH:8][CH:7]=[C:6]([C:16]([C:18]([F:21])([F:20])[F:19])=[CH2:17])[CH:5]=1, predict the reactants needed to synthesize it. The reactants are: [F:1][C:2]([F:14])([F:13])[O:3][C:4]1[CH:5]=[C:6](B(O)O)[CH:7]=[CH:8][CH:9]=1.Br[C:16]([C:18]([F:21])([F:20])[F:19])=[CH2:17].C(=O)([O-])[O-].[K+].[K+]. (2) Given the product [N:18]1([C:15]2[CH:16]=[CH:17][C:12]([O:11][C:10]3[CH:9]=[C:8]([CH:25]=[CH:24][CH:23]=3)[CH:7]=[C:4]3[CH2:5][CH2:6][N:1]([C:33]([NH:32][C:28]4[CH:27]=[N:26][CH:31]=[CH:30][CH:29]=4)=[O:34])[CH2:2][CH2:3]3)=[N:13][CH:14]=2)[CH2:19][CH2:20][CH2:21][CH2:22]1, predict the reactants needed to synthesize it. The reactants are: [NH:1]1[CH2:6][CH2:5][C:4](=[CH:7][C:8]2[CH:9]=[C:10]([CH:23]=[CH:24][CH:25]=2)[O:11][C:12]2[CH:17]=[CH:16][C:15]([N:18]3[CH2:22][CH2:21][CH2:20][CH2:19]3)=[CH:14][N:13]=2)[CH2:3][CH2:2]1.[N:26]1[CH:31]=[CH:30][CH:29]=[C:28]([NH:32][C:33](=O)[O:34]C2C=CC=CC=2)[CH:27]=1.C(N(CC)CC)C. (3) Given the product [ClH:16].[ClH:1].[CH3:12][O:10][C:9](=[O:11])[C@H:3]([CH2:4][CH2:5][CH2:6][CH2:7][NH2:8])[NH2:2].[CH3:9][OH:10], predict the reactants needed to synthesize it. The reactants are: [ClH:1].[NH2:2][C@H:3]([C:9]([OH:11])=[O:10])[CH2:4][CH2:5][CH2:6][CH2:7][NH2:8].[CH3:12][Si]([Cl:16])(C)C. (4) Given the product [N:25]1([C:9]([C:4]2[CH:5]=[N:6][C:7]([Cl:8])=[C:2]([Cl:1])[CH:3]=2)=[O:11])[CH2:28][CH2:27][CH2:26]1, predict the reactants needed to synthesize it. The reactants are: [Cl:1][C:2]1[CH:3]=[C:4]([C:9]([OH:11])=O)[CH:5]=[N:6][C:7]=1[Cl:8].Cl.CCOCC.C(Cl)(=O)C(Cl)=O.Cl.[NH:25]1[CH2:28][CH2:27][CH2:26]1.C(N(CC)CC)C. (5) The reactants are: [Br:1][C:2]1[CH:18]=[CH:17][C:5]2[C:6]3[N:7]=[C:8]([C:14]([OH:16])=O)[S:9][C:10]=3[CH2:11][CH2:12][O:13][C:4]=2[CH:3]=1.[C:19]([O:23][C:24]([NH:26][NH:27][CH:28]([CH3:30])[CH3:29])=[O:25])([CH3:22])([CH3:21])[CH3:20].CCN(C(C)C)C(C)C.CN(C(ON1N=NC2C=CC=NC1=2)=[N+](C)C)C.F[P-](F)(F)(F)(F)F. Given the product [C:19]([O:23][C:24]([NH:26][N:27]([C:14]([C:8]1[S:9][C:10]2[CH2:11][CH2:12][O:13][C:4]3[CH:3]=[C:2]([Br:1])[CH:18]=[CH:17][C:5]=3[C:6]=2[N:7]=1)=[O:16])[CH:28]([CH3:30])[CH3:29])=[O:25])([CH3:22])([CH3:21])[CH3:20], predict the reactants needed to synthesize it. (6) Given the product [O:2]1[C:6]2([CH2:11][CH2:10][CH:9]([NH2:1])[CH2:8][CH2:7]2)[O:5][CH2:4][CH2:3]1, predict the reactants needed to synthesize it. The reactants are: [NH3:1].[O:2]1[C:6]2([CH2:11][CH2:10][C:9](=O)[CH2:8][CH2:7]2)[O:5][CH2:4][CH2:3]1.[BH4-].[Na+]. (7) The reactants are: [Si]([O:8][CH:9]([CH2:20][O:21][C:22]1[CH:27]=[CH:26][CH:25]=[C:24]([C:28]2[N:33]=[C:32]([N:34]([CH3:41])[CH:35]3[CH2:40][CH2:39][O:38][CH2:37][CH2:36]3)[CH:31]=[C:30]([C:42]3[C:50]4[CH:49]=[N:48][CH:47]=[N:46][C:45]=4[N:44]([S:51]([CH3:54])(=[O:53])=[O:52])[CH:43]=3)[N:29]=2)[CH:23]=1)[CH2:10][N:11](C)[C:12](=[O:18])[O:13]C(C)(C)C)(C(C)(C)C)(C)C. Given the product [CH3:41][N:34]([CH:35]1[CH2:36][CH2:37][O:38][CH2:39][CH2:40]1)[C:32]1[CH:31]=[C:30]([C:42]2[C:50]3[CH:49]=[N:48][CH:47]=[N:46][C:45]=3[N:44]([S:51]([CH3:54])(=[O:53])=[O:52])[CH:43]=2)[N:29]=[C:28]([C:24]2[CH:23]=[C:22]([CH:27]=[CH:26][CH:25]=2)[O:21][CH2:20][CH:9]([OH:8])[CH2:10][NH:11][CH3:12])[N:33]=1.[CH:12]([OH:18])=[O:13], predict the reactants needed to synthesize it. (8) Given the product [CH:12]12[CH2:5][CH:4]([CH:3]=[CH:2]1)[CH2:10][CH2:11]2.[CH3:13][C:3]1[C:2]([F:1])=[CH:12][CH:11]=[CH:10][C:4]=1[CH:5]=[CH:6][C:7]([O-:9])=[O:8], predict the reactants needed to synthesize it. The reactants are: [F:1][C:2]1[CH:3]=[C:4]([CH:10]=[CH:11][CH:12]=1)[CH:5]=[CH:6][C:7]([OH:9])=[O:8].[CH:13]12CC(C=C1)CC2CO.C1(C)C=CC=CC=1. (9) Given the product [F:22][C:18]1[CH:17]=[C:16]([C:15]2[S:14][C:13]([CH3:23])=[N:12][C:11]=2[C:9]([N:4]2[C@H:3]([CH2:2][NH:1][C:34]([C:25]3[CH:26]=[CH:27][C:28]4[C:33](=[CH:32][CH:31]=[CH:30][CH:29]=4)[N:24]=3)=[O:35])[CH2:8][C@H:7]3[C@@H:5]2[CH2:6]3)=[O:10])[CH:21]=[CH:20][CH:19]=1, predict the reactants needed to synthesize it. The reactants are: [NH2:1][CH2:2][C@@H:3]1[CH2:8][C@H:7]2[C@H:5]([CH2:6]2)[N:4]1[C:9]([C:11]1[N:12]=[C:13]([CH3:23])[S:14][C:15]=1[C:16]1[CH:21]=[CH:20][CH:19]=[C:18]([F:22])[CH:17]=1)=[O:10].[N:24]1[C:33]2[C:28](=[CH:29][CH:30]=[CH:31][CH:32]=2)[CH:27]=[CH:26][C:25]=1[C:34](O)=[O:35]. (10) Given the product [Cl:16][CH2:17][C:18]([NH:12][C:11]1[CH:13]=[CH:14][CH:15]=[C:9]([O:8][CH3:7])[CH:10]=1)=[O:19], predict the reactants needed to synthesize it. The reactants are: N1C=CC=CC=1.[CH3:7][O:8][C:9]1[CH:10]=[C:11]([CH:13]=[CH:14][CH:15]=1)[NH2:12].[Cl:16][CH2:17][C:18](Cl)=[O:19].